From a dataset of Forward reaction prediction with 1.9M reactions from USPTO patents (1976-2016). Predict the product of the given reaction. Given the reactants C[O:2][C:3]1[C:8]2[C:9](=[O:22])[O:10][CH2:11][CH2:12][CH2:13][CH2:14][CH:15]=[CH:16][CH2:17][CH2:18][CH2:19][CH2:20][O:21][C:7]=2[CH:6]=[C:5]([O:23][CH3:24])[CH:4]=1.[S-]CC.[Na+].O, predict the reaction product. The product is: [OH:2][C:3]1[C:8]2[C:9](=[O:22])[O:10][CH2:11][CH2:12][CH2:13][CH2:14][CH:15]=[CH:16][CH2:17][CH2:18][CH2:19][CH2:20][O:21][C:7]=2[CH:6]=[C:5]([O:23][CH3:24])[CH:4]=1.